From a dataset of Merck oncology drug combination screen with 23,052 pairs across 39 cell lines. Regression. Given two drug SMILES strings and cell line genomic features, predict the synergy score measuring deviation from expected non-interaction effect. (1) Drug 1: Cn1nnc2c(C(N)=O)ncn2c1=O. Drug 2: CC(C)CC(NC(=O)C(Cc1ccccc1)NC(=O)c1cnccn1)B(O)O. Cell line: ZR751. Synergy scores: synergy=-2.02. (2) Synergy scores: synergy=20.8. Drug 2: COC1CC2CCC(C)C(O)(O2)C(=O)C(=O)N2CCCCC2C(=O)OC(C(C)CC2CCC(OP(C)(C)=O)C(OC)C2)CC(=O)C(C)C=C(C)C(O)C(OC)C(=O)C(C)CC(C)C=CC=CC=C1C. Cell line: VCAP. Drug 1: O=C(CCCCCCC(=O)Nc1ccccc1)NO. (3) Drug 1: CCN(CC)CCNC(=O)c1c(C)[nH]c(C=C2C(=O)Nc3ccc(F)cc32)c1C. Drug 2: Cc1nc(Nc2ncc(C(=O)Nc3c(C)cccc3Cl)s2)cc(N2CCN(CCO)CC2)n1. Cell line: OVCAR3. Synergy scores: synergy=33.8. (4) Drug 1: COC1=C2CC(C)CC(OC)C(O)C(C)C=C(C)C(OC(N)=O)C(OC)C=CC=C(C)C(=O)NC(=CC1=O)C2=O. Drug 2: CNC(=O)c1cc(Oc2ccc(NC(=O)Nc3ccc(Cl)c(C(F)(F)F)c3)cc2)ccn1. Cell line: CAOV3. Synergy scores: synergy=-4.48. (5) Drug 1: O=C(CCCCCCC(=O)Nc1ccccc1)NO. Drug 2: NC1CCCCC1N.O=C(O)C(=O)O.[Pt+2]. Synergy scores: synergy=-14.1. Cell line: RKO. (6) Drug 1: O=c1[nH]cc(F)c(=O)[nH]1. Drug 2: COC1CC2CCC(C)C(O)(O2)C(=O)C(=O)N2CCCCC2C(=O)OC(C(C)CC2CCC(OP(C)(C)=O)C(OC)C2)CC(=O)C(C)C=C(C)C(O)C(OC)C(=O)C(C)CC(C)C=CC=CC=C1C. Cell line: NCIH520. Synergy scores: synergy=8.15. (7) Drug 1: N#Cc1ccc(Cn2cncc2CN2CCN(c3cccc(Cl)c3)C(=O)C2)cc1. Drug 2: COC1CC2CCC(C)C(O)(O2)C(=O)C(=O)N2CCCCC2C(=O)OC(C(C)CC2CCC(OP(C)(C)=O)C(OC)C2)CC(=O)C(C)C=C(C)C(O)C(OC)C(=O)C(C)CC(C)C=CC=CC=C1C. Cell line: LNCAP. Synergy scores: synergy=54.4.